From a dataset of Reaction yield outcomes from USPTO patents with 853,638 reactions. Predict the reaction yield, written as a fraction of the theoretical maximum amount of product (1.0 means a 100% yield; for example, 0.34 means a 34% yield). (1) The reactants are [S:1](=[O:5])(=[O:4])([OH:3])[OH:2].CO.[CH3:8][CH2:9][C:10]1[CH:11]=[CH:12][C:13]([CH2:16][CH2:17][O:18][C:19]2[CH:20]=[CH:21][C:22]([CH2:25][CH:26]3[S:32][C:30](=[O:31])[NH:29][C:27]3=[O:28])=[CH:23][CH:24]=2)=[N:14][CH:15]=1.CCOCC. The catalyst is CCCCCCC. The product is [CH3:8][CH2:9][C:10]1[CH:11]=[CH:12][C:13]([CH2:16][CH2:17][O:18][C:19]2[CH:20]=[CH:21][C:22]([CH2:25][CH:26]3[S:32][C:30](=[O:31])[NH:29][C:27]3=[O:28])=[CH:23][CH:24]=2)=[N:14][CH:15]=1.[S:1]([O-:5])([O-:4])(=[O:3])=[O:2]. The yield is 0.965. (2) The reactants are I[C:2]1[C:10]([CH3:11])=[CH:9][CH:8]=[CH:7][C:3]=1[C:4]([OH:6])=[O:5].[CH:12](/B(O)O)=[CH:13]\[CH3:14].C([O-])([O-])=O.[K+].[K+]. The catalyst is CCO.[Pd]. The product is [CH3:11][C:10]1[C:2](/[CH:12]=[CH:13]/[CH3:14])=[C:3]([CH:7]=[CH:8][CH:9]=1)[C:4]([OH:6])=[O:5]. The yield is 0.930.